Dataset: Retrosynthesis with 50K atom-mapped reactions and 10 reaction types from USPTO. Task: Predict the reactants needed to synthesize the given product. (1) Given the product CC(C)C(NC(=O)Cn1c(-c2ccccc2)ncc(NC(=O)OCc2ccccc2)c1=O)C(=O)C(F)(F)F, predict the reactants needed to synthesize it. The reactants are: CC(C)C(NC(=O)Cn1c(-c2ccccc2)ncc(NC(=O)OCc2ccccc2)c1=O)C(O)C(F)(F)F. (2) The reactants are: CC(C)(C)OC(=O)c1ccc(CCc2ccccc2)cc1N.Clc1cccc(I)c1. Given the product CC(C)(C)OC(=O)c1ccc(CCc2ccccc2)cc1Nc1cccc(Cl)c1, predict the reactants needed to synthesize it. (3) Given the product CC(C)(C)c1ccc(CN(CCc2cc(F)cc(C(F)(F)F)c2)C(=O)c2cc(C(F)(F)F)cc(Cl)c2F)cc1, predict the reactants needed to synthesize it. The reactants are: CC(C)(C)c1ccc(CNCCc2cc(F)cc(C(F)(F)F)c2)cc1.O=C(O)c1cc(C(F)(F)F)cc(Cl)c1F. (4) Given the product c1cc(COC2CCCCO2)nc(-n2ccnc2)c1, predict the reactants needed to synthesize it. The reactants are: Brc1cccc(COC2CCCCO2)n1.c1c[nH]cn1. (5) Given the product Clc1ccc(Nc2ccnc(-c3cccc(Cl)n3)n2)cc1, predict the reactants needed to synthesize it. The reactants are: Clc1cccc(-c2nccc(Cl)n2)n1.Nc1ccc(Cl)cc1. (6) Given the product CCOC(=O)C1=C(C)NC(C=O)=C(C(=O)OCC)C1c1ccccc1[N+](=O)[O-], predict the reactants needed to synthesize it. The reactants are: CCOC(=O)C1=C(C)NC(C(OCC)OCC)=C(C(=O)OCC)C1c1ccccc1[N+](=O)[O-].